From a dataset of Forward reaction prediction with 1.9M reactions from USPTO patents (1976-2016). Predict the product of the given reaction. (1) Given the reactants [CH2:1]([C:3]1[CH:14]=[CH:13][C:6]([CH2:7][CH2:8]CC([O-])=O)=[CH:5][CH:4]=1)[CH3:2].[OH-:15].[Na+].CO.O, predict the reaction product. The product is: [CH2:1]([C:3]1[CH:14]=[CH:13][C:6]([CH2:7][CH2:8][OH:15])=[CH:5][CH:4]=1)[CH3:2]. (2) Given the reactants [F:1][C:2]([F:42])([F:41])[C:3]1[CH:4]=[C:5]([C@H:13]([O:15][C@H:16]2[CH2:21][CH2:20][N:19]([CH:22]3[CH2:26][CH2:25][N:24]([C:27](OC(C)(C)C)=O)[CH2:23]3)[CH2:18][C@@H:17]2[C:34]2[CH:39]=[CH:38][C:37]([F:40])=[CH:36][CH:35]=2)[CH3:14])[CH:6]=[C:7]([C:9]([F:12])([F:11])[F:10])[CH:8]=1.[ClH:43], predict the reaction product. The product is: [Cl-:43].[Cl-:43].[F:1][C:2]([F:41])([F:42])[C:3]1[CH:4]=[C:5]([C@H:13]([O:15][C@H:16]2[CH2:21][CH2:20][NH+:19]([CH:22]3[CH2:23][CH2:27][NH2+:24][CH2:25][CH2:26]3)[CH2:18][C@@H:17]2[C:34]2[CH:35]=[CH:36][C:37]([F:40])=[CH:38][CH:39]=2)[CH3:14])[CH:6]=[C:7]([C:9]([F:11])([F:10])[F:12])[CH:8]=1.